From a dataset of Catalyst prediction with 721,799 reactions and 888 catalyst types from USPTO. Predict which catalyst facilitates the given reaction. (1) Reactant: Br[C:2]1[CH:3]=[C:4]([CH:12]=[CH:13][CH:14]=1)[CH2:5][N:6]1[CH2:11][CH2:10][O:9][CH2:8][CH2:7]1.[Li]C(C)(C)C.CN([CH:23]=[O:24])C. Product: [N:6]1([CH2:5][C:4]2[CH:3]=[C:2]([CH:14]=[CH:13][CH:12]=2)[CH:23]=[O:24])[CH2:11][CH2:10][O:9][CH2:8][CH2:7]1. The catalyst class is: 49. (2) Reactant: Br[C:2]1[CH:7]=[CH:6][CH:5]=[CH:4][C:3]=1[CH2:8][CH2:9][NH:10][C:11](=[O:20])[O:12][CH2:13][C:14]1[CH:19]=[CH:18][CH:17]=[CH:16][CH:15]=1.C(N(CC)CC)C.[C:28]([Si:30]([CH3:33])([CH3:32])[CH3:31])#[CH:29].[OH-].[Na+]. Product: [CH3:31][Si:30]([CH3:33])([CH3:32])[C:28]#[C:29][C:2]1[CH:7]=[CH:6][CH:5]=[CH:4][C:3]=1[CH2:8][CH2:9][NH:10][C:11](=[O:20])[O:12][CH2:13][C:14]1[CH:19]=[CH:18][CH:17]=[CH:16][CH:15]=1. The catalyst class is: 654. (3) Reactant: [CH:1]([C:3]1[NH:7][C:6]([C:8]([O:10][CH2:11][CH3:12])=[O:9])=[CH:5][C:4]=1[CH3:13])=[O:2].[CH3:14]N(C=O)C.[H-].[Na+].CI. Product: [CH:1]([C:3]1[N:7]([CH3:14])[C:6]([C:8]([O:10][CH2:11][CH3:12])=[O:9])=[CH:5][C:4]=1[CH3:13])=[O:2]. The catalyst class is: 6. (4) The catalyst class is: 6. Product: [C:5]([OH:7])(=[O:6])[CH:3]=[CH2:2].[C:5]([OH:7])(=[O:6])[C:3]([CH3:8])=[CH2:2].[C:1]([OH:13])(=[O:12])/[CH:2]=[CH:3]\[C:5]([OH:7])=[O:6]. Reactant: [C:1]([OH:13])(=[O:12])[CH2:2][C:3]([CH2:8]C(O)=O)([C:5]([OH:7])=[O:6])O. (5) Reactant: FC(F)(F)[C:3](O)=[O:4].[NH2:8][C@@H:9]1[C:17]2[C:12](=[CH:13][CH:14]=[CH:15][CH:16]=2)[CH2:11][C@H:10]1[NH:18][C:19]([C:21]1[NH:25][C:24]2[C:26]([Cl:30])=[C:27]([Cl:29])[S:28][C:23]=2[CH:22]=1)=[O:20].C(O)=O.CCN(C(C)C)C(C)C.C1C=CC2N(O)N=NC=2C=1.CCN=C=NCCCN(C)C. The catalyst class is: 2. Product: [Cl:29][C:27]1[S:28][C:23]2[CH:22]=[C:21]([C:19]([NH:18][C@@H:10]3[CH2:11][C:12]4[C:17](=[CH:16][CH:15]=[CH:14][CH:13]=4)[C@H:9]3[NH:8][CH:3]=[O:4])=[O:20])[NH:25][C:24]=2[C:26]=1[Cl:30]. (6) Reactant: [Cl:1][C:2]1[CH:11]=[CH:10][C:9]2[C:4](=[CH:5][CH:6]=[C:7]([OH:12])[CH:8]=2)[N:3]=1.[B-](F)(F)(F)[F:14].[B-](F)(F)(F)F.C1[N+]2(CCl)CC[N+](F)(CC2)C1. Product: [Cl:1][C:2]1[CH:11]=[CH:10][C:9]2[C:4](=[CH:5][CH:6]=[C:7]([OH:12])[C:8]=2[F:14])[N:3]=1. The catalyst class is: 23. (7) The catalyst class is: 10. Product: [BrH:12].[Br:12][CH:9]1[C:10]2[NH:1][C:2](=[O:11])[CH:3]=[CH:4][C:5]=2[CH2:6][CH2:7][CH2:8]1. Reactant: [NH:1]1[C:10]2[CH2:9][CH2:8][CH2:7][CH2:6][C:5]=2[CH2:4][CH2:3][C:2]1=[O:11].[Br:12]Br.